From a dataset of Peptide-MHC class II binding affinity with 134,281 pairs from IEDB. Regression. Given a peptide amino acid sequence and an MHC pseudo amino acid sequence, predict their binding affinity value. This is MHC class II binding data. The peptide sequence is NPLIRHENRMVLAST. The MHC is DRB1_0404 with pseudo-sequence DRB1_0404. The binding affinity (normalized) is 0.683.